This data is from Full USPTO retrosynthesis dataset with 1.9M reactions from patents (1976-2016). The task is: Predict the reactants needed to synthesize the given product. Given the product [CH3:1][O:2][C:3]1[CH:4]=[C:5]2[C:10](=[CH:11][C:12]=1[O:13][CH3:14])[N:9]=[CH:8][CH:7]=[C:6]2[O:15][C:16]1[CH:22]=[CH:21][C:19]([NH:20][C:28]([NH:39][CH2:36][C:37]#[CH:38])=[O:34])=[C:18]([F:23])[CH:17]=1, predict the reactants needed to synthesize it. The reactants are: [CH3:1][O:2][C:3]1[CH:4]=[C:5]2[C:10](=[CH:11][C:12]=1[O:13][CH3:14])[N:9]=[CH:8][CH:7]=[C:6]2[O:15][C:16]1[CH:22]=[CH:21][C:19]([NH2:20])=[C:18]([F:23])[CH:17]=1.ClC(Cl)(O[C:28](=[O:34])OC(Cl)(Cl)Cl)Cl.[CH2:36]([NH2:39])[C:37]#[CH:38].C(=O)([O-])O.[Na+].